From a dataset of Full USPTO retrosynthesis dataset with 1.9M reactions from patents (1976-2016). Predict the reactants needed to synthesize the given product. (1) Given the product [Br:1][C:2]1[CH:12]=[CH:11][C:5]2[O:6][C:7]3[C:8](=[O:9])[NH:10][C:16]([CH2:17][N:27]4[CH2:28][CH2:29][C@@H:25]([NH:24][C:21](=[O:23])[CH3:22])[CH2:26]4)=[N:14][C:13]=3[C:4]=2[CH:3]=1, predict the reactants needed to synthesize it. The reactants are: [Br:1][C:2]1[CH:12]=[CH:11][C:5]([O:6][CH2:7][C:8]([NH2:10])=[O:9])=[C:4]([C:13]#[N:14])[CH:3]=1.N1CCC[CH2:17][CH2:16]1.[C:21]([NH:24][C@@H:25]1[CH2:29][CH2:28][NH:27][CH2:26]1)(=[O:23])[CH3:22]. (2) The reactants are: C([O:3][C:4]([C:6]1[O:7][C:8]2[CH:14]=[C:13]([C:15]([C:20]3[CH:25]=[CH:24][C:23]([O:26][CH2:27][C:28](=[O:33])[C:29]([CH3:32])([CH3:31])[CH3:30])=[C:22]([CH3:34])[CH:21]=3)([CH2:18][CH3:19])[CH2:16][CH3:17])[CH:12]=[CH:11][C:9]=2[CH:10]=1)=[O:5])C.[OH-].[Na+].CO. Given the product [CH3:32][C:29]([CH3:30])([CH3:31])[C:28](=[O:33])[CH2:27][O:26][C:23]1[CH:24]=[CH:25][C:20]([C:15]([C:13]2[CH:12]=[CH:11][C:9]3[CH:10]=[C:6]([C:4]([OH:5])=[O:3])[O:7][C:8]=3[CH:14]=2)([CH2:18][CH3:19])[CH2:16][CH3:17])=[CH:21][C:22]=1[CH3:34], predict the reactants needed to synthesize it.